This data is from Reaction yield outcomes from USPTO patents with 853,638 reactions. The task is: Predict the reaction yield, written as a fraction of the theoretical maximum amount of product (1.0 means a 100% yield; for example, 0.34 means a 34% yield). (1) The reactants are [Br:1][C:2]1[CH:10]=[CH:9][C:5]([C:6]([OH:8])=[O:7])=[C:4]([NH:11][CH:12]([CH3:14])[CH3:13])[CH:3]=1.C(N(CC)CC)C.[Cl-].[C:23]([O:29][CH2:30][CH3:31])(=[O:28])[CH2:24][C:25]([O-])=[O:26].Cl. The catalyst is C(Cl)Cl. The product is [Br:1][C:2]1[CH:10]=[CH:9][C:5]([C:6]([OH:8])=[O:7])=[C:4]([N:11]([C:25](=[O:26])[CH2:24][C:23]([O:29][CH2:30][CH3:31])=[O:28])[CH:12]([CH3:14])[CH3:13])[CH:3]=1. The yield is 0.720. (2) The reactants are [Br:1][C:2]1[CH:3]=[CH:4][C:5]2[O:14][CH2:13][CH2:12][C:11]3[CH:10]=[C:9]([C:15]4O[CH:17]=[N:18][N:19]=4)[S:8][C:7]=3[C:6]=2[CH:20]=1.[Cl:21][C:22]1[CH:28]=[C:27]([F:29])[CH:26]=[CH:25][C:23]=1[NH2:24].C(O)(C(F)(F)F)=O.C1(C)C=CC=CC=1. The catalyst is CCOC(C)=O. The product is [Br:1][C:2]1[CH:3]=[CH:4][C:5]2[O:14][CH2:13][CH2:12][C:11]3[CH:10]=[C:9]([C:15]4[N:24]([C:23]5[CH:25]=[CH:26][C:27]([F:29])=[CH:28][C:22]=5[Cl:21])[CH:17]=[N:18][N:19]=4)[S:8][C:7]=3[C:6]=2[CH:20]=1. The yield is 0.680. (3) The reactants are Br[C:2]1[C:11]2[C:6](=[CH:7][CH:8]=[C:9]([OH:12])[CH:10]=2)[N:5]=[C:4]([C:13]2[CH:18]=[CH:17][C:16]([OH:19])=[C:15]([F:20])[CH:14]=2)[CH:3]=1.C([Sn](CCCC)(CCCC)[C:26]1[S:27][CH:28]=[CH:29][N:30]=1)CCC. No catalyst specified. The product is [F:20][C:15]1[CH:14]=[C:13]([C:4]2[CH:3]=[C:2]([C:26]3[S:27][CH:28]=[CH:29][N:30]=3)[C:11]3[C:6](=[CH:7][CH:8]=[C:9]([OH:12])[CH:10]=3)[N:5]=2)[CH:18]=[CH:17][C:16]=1[OH:19]. The yield is 0.560. (4) The reactants are [C:1]1([C:7]2[C:11]3[CH2:12][NH:13][CH2:14][CH2:15][C:10]=3[NH:9][N:8]=2)[CH:6]=[CH:5][CH:4]=[CH:3][CH:2]=1.[C:16]1([CH2:22][NH2:23])[CH:21]=[CH:20][CH:19]=[CH:18][CH:17]=1.C1N=CN([C:29](N2C=NC=C2)=[O:30])C=1.O. The catalyst is C(Cl)Cl. The product is [CH2:22]([NH:23][C:29]([N:13]1[CH2:14][CH2:15][C:10]2[NH:9][N:8]=[C:7]([C:1]3[CH:2]=[CH:3][CH:4]=[CH:5][CH:6]=3)[C:11]=2[CH2:12]1)=[O:30])[C:16]1[CH:21]=[CH:20][CH:19]=[CH:18][CH:17]=1. The yield is 0.206. (5) The reactants are [CH3:1][C:2]1([CH3:10])[O:9][C:7](=[O:8])[CH2:6][C:4](=[O:5])[O:3]1.[CH:11]([O-])([O-])OC.[CH2:16]([O:19][C:20]1[C:21]([NH2:30])=[CH:22][C:23]2[C:28]([CH:29]=1)=[CH:27][CH:26]=[CH:25][CH:24]=2)[CH2:17][CH3:18]. No catalyst specified. The product is [CH3:1][C:2]1([CH3:10])[O:9][C:7](=[O:8])[C:6](=[CH:11][NH:30][C:21]2[C:20]([O:19][CH2:16][CH2:17][CH3:18])=[CH:29][C:28]3[C:23](=[CH:24][CH:25]=[CH:26][CH:27]=3)[CH:22]=2)[C:4](=[O:5])[O:3]1. The yield is 0.950.